This data is from Reaction yield outcomes from USPTO patents with 853,638 reactions. The task is: Predict the reaction yield, written as a fraction of the theoretical maximum amount of product (1.0 means a 100% yield; for example, 0.34 means a 34% yield). (1) The reactants are [CH2:1]([N:8]1[C:13](=[O:14])[CH:12]=[C:11]([S:15][CH2:16][CH:17](OC)OC)[NH:10][C:9]1=[O:22])[C:2]1[CH:7]=[CH:6][CH:5]=[CH:4][CH:3]=1.C1(C)C=CC(S(O)(=O)=O)=CC=1. The catalyst is C1(C)C(C)=CC=CC=1. The product is [CH2:1]([N:8]1[C:13](=[O:14])[CH:12]=[C:11]2[S:15][CH:16]=[CH:17][N:10]2[C:9]1=[O:22])[C:2]1[CH:7]=[CH:6][CH:5]=[CH:4][CH:3]=1. The yield is 1.00. (2) The reactants are Br[C:2]1[CH:3]=[C:4]([C:12]#[C:13][Si:14]([CH:21]([CH3:23])[CH3:22])([CH:18]([CH3:20])[CH3:19])[CH:15]([CH3:17])[CH3:16])[CH:5]=[CH:6][C:7]=1[O:8][CH:9]([F:11])[F:10].[CH:24]1(B(O)O)[CH2:26][CH2:25]1.P([O-])([O-])([O-])=O.[K+].[K+].[K+].P(C1CCCCC1)(C1CCCCC1)C1CCCCC1.P([O-])([O-])([O-])=O. The catalyst is C1(C)C=CC=CC=1.O.C([O-])(=O)C.[Pd+2].C([O-])(=O)C.[Pd]. The product is [CH:24]1([C:2]2[CH:3]=[C:4]([C:12]#[C:13][Si:14]([CH:21]([CH3:23])[CH3:22])([CH:18]([CH3:20])[CH3:19])[CH:15]([CH3:17])[CH3:16])[CH:5]=[CH:6][C:7]=2[O:8][CH:9]([F:11])[F:10])[CH2:26][CH2:25]1. The yield is 0.960. (3) The reactants are [Cl:1][C:2]1[CH:3]=[C:4]2[C:8](=[C:9]([C:11]([OH:13])=O)[CH:10]=1)[NH:7][CH:6]=[CH:5]2.[C:14]([C:18]1[CH:34]=[CH:33][C:21]([CH2:22][NH:23][CH2:24][CH2:25][CH:26]([C:28]2[O:29][CH:30]=[CH:31][CH:32]=2)[CH3:27])=[CH:20][CH:19]=1)([CH3:17])([CH3:16])[CH3:15].[CH3:35]CN=C=NCCCN(C)C.Cl. The catalyst is C(Cl)Cl. The product is [C:14]([C:18]1[CH:34]=[CH:33][C:21]([CH2:22][N:23]([CH2:24][CH2:25][CH:26]([C:28]2[O:29][C:30]([CH3:35])=[CH:31][CH:32]=2)[CH3:27])[C:11]([C:9]2[CH:10]=[C:2]([Cl:1])[CH:3]=[C:4]3[C:8]=2[NH:7][CH:6]=[CH:5]3)=[O:13])=[CH:20][CH:19]=1)([CH3:15])([CH3:16])[CH3:17]. The yield is 0.660. (4) The reactants are [CH2:1]([C:3]1[C:4]([C:15]2[S:25][C:18]3[N:19]([CH3:24])[C:20]([CH2:22][OH:23])=[CH:21][C:17]=3[CH:16]=2)=[N:5][C:6]([O:13][CH3:14])=[C:7]([CH:12]=1)[C:8]([O:10][CH3:11])=[O:9])[CH3:2]. The catalyst is C(Cl)Cl.O=[Mn]=O. The product is [CH2:1]([C:3]1[C:4]([C:15]2[S:25][C:18]3[N:19]([CH3:24])[C:20]([CH:22]=[O:23])=[CH:21][C:17]=3[CH:16]=2)=[N:5][C:6]([O:13][CH3:14])=[C:7]([CH:12]=1)[C:8]([O:10][CH3:11])=[O:9])[CH3:2]. The yield is 0.820. (5) The reactants are [NH2:1][C:2]1[C:7]([C:8]#[N:9])=[C:6]([NH:10][C@H:11]([C:13]2[N:17]([CH:18]3[CH2:20][CH2:19]3)[C:16]3[C:21](Br)=[C:22]([F:25])[CH:23]=[CH:24][C:15]=3[N:14]=2)[CH3:12])[N:5]=[CH:4][N:3]=1.[N:27]1[CH:32]=[CH:31][CH:30]=[C:29](B(O)O)[CH:28]=1.C(=O)([O-])[O-].[Cs+].[Cs+]. The catalyst is O1CCOCC1.O.C1C=CC([P]([Pd]([P](C2C=CC=CC=2)(C2C=CC=CC=2)C2C=CC=CC=2)([P](C2C=CC=CC=2)(C2C=CC=CC=2)C2C=CC=CC=2)[P](C2C=CC=CC=2)(C2C=CC=CC=2)C2C=CC=CC=2)(C2C=CC=CC=2)C2C=CC=CC=2)=CC=1. The product is [NH2:1][C:2]1[C:7]([C:8]#[N:9])=[C:6]([NH:10][C@H:11]([C:13]2[N:17]([CH:18]3[CH2:20][CH2:19]3)[C:16]3[C:21]([C:29]4[CH:28]=[N:27][CH:32]=[CH:31][CH:30]=4)=[C:22]([F:25])[CH:23]=[CH:24][C:15]=3[N:14]=2)[CH3:12])[N:5]=[CH:4][N:3]=1. The yield is 0.430. (6) The reactants are [F:1][C:2]1[CH:7]=[CH:6][C:5]([CH:8]2[C:12]3[C:13]([CH3:20])=[C:14]([NH2:19])[C:15]([CH3:18])=[C:16]([CH3:17])[C:11]=3[O:10][C:9]2([CH3:22])[CH3:21])=[CH:4][CH:3]=1.[F:23][C:24]1[CH:32]=[CH:31][C:27]([C:28](Cl)=[O:29])=[CH:26][CH:25]=1. The catalyst is C(OCC)(=O)C.CCCCCC. The product is [F:23][C:24]1[CH:32]=[CH:31][C:27]([C:28]([NH:19][C:14]2[C:15]([CH3:18])=[C:16]([CH3:17])[C:11]3[O:10][C:9]([CH3:22])([CH3:21])[CH:8]([C:5]4[CH:6]=[CH:7][C:2]([F:1])=[CH:3][CH:4]=4)[C:12]=3[C:13]=2[CH3:20])=[O:29])=[CH:26][CH:25]=1. The yield is 0.750. (7) The reactants are [F:1][C:2]([F:26])([F:25])[CH:3]([N:15]1[CH2:20][CH2:19][CH:18]([C:21]([O:23][CH3:24])=[O:22])[CH2:17][CH2:16]1)[C:4]1[CH:13]=[CH:12][C:11]2[C:6](=[CH:7][CH:8]=[C:9]([OH:14])[CH:10]=2)[CH:5]=1.[C:27]([C@@H:31]1[CH2:36][CH2:35][C@H:34](O)[CH2:33][CH2:32]1)([CH3:30])([CH3:29])[CH3:28].C1C=CC(P(C2C=CC=CC=2)C2C=CC=CC=2)=CC=1.CC(OC(/N=N/C(OC(C)C)=O)=O)C. The catalyst is C1COCC1.C(OCC)(=O)C. The product is [C:27]([C@H:31]1[CH2:36][CH2:35][C@H:34]([O:14][C:9]2[CH:10]=[C:11]3[C:6](=[CH:7][CH:8]=2)[CH:5]=[C:4]([CH:3]([N:15]2[CH2:20][CH2:19][CH:18]([C:21]([O:23][CH3:24])=[O:22])[CH2:17][CH2:16]2)[C:2]([F:1])([F:25])[F:26])[CH:13]=[CH:12]3)[CH2:33][CH2:32]1)([CH3:30])([CH3:29])[CH3:28]. The yield is 0.310.